This data is from Full USPTO retrosynthesis dataset with 1.9M reactions from patents (1976-2016). The task is: Predict the reactants needed to synthesize the given product. (1) The reactants are: [Cl:1][C:2]1[CH:7]=[C:6]([C:8]2([CH3:13])OCC[O:9]2)[CH:5]=[C:4]([NH2:14])[N:3]=1. Given the product [NH2:14][C:4]1[CH:5]=[C:6]([C:8](=[O:9])[CH3:13])[CH:7]=[C:2]([Cl:1])[N:3]=1, predict the reactants needed to synthesize it. (2) Given the product [CH3:1][C@H:2]1[CH2:7][CH2:6][CH2:5][CH2:4][N:3]1[C:8]1[CH:16]=[CH:15][C:11]([C:12]([OH:14])=[O:13])=[CH:10][C:9]=1[C:17]([F:19])([F:18])[F:20], predict the reactants needed to synthesize it. The reactants are: [CH3:1][C@@H:2]1[CH2:7][CH2:6][CH2:5][CH2:4][N:3]1[C:8]1[CH:16]=[CH:15][C:11]([C:12]([OH:14])=[O:13])=[CH:10][C:9]=1[C:17]([F:20])([F:19])[F:18].C[C@H]1CCCCN1. (3) Given the product [CH2:15]([O:14][C:12]([N:1]1[CH2:6][CH2:5][CH:4]([C:7]([OH:9])=[O:8])[CH2:3][CH2:2]1)=[O:13])[C:16]1[CH:21]=[CH:20][CH:19]=[CH:18][CH:17]=1, predict the reactants needed to synthesize it. The reactants are: [NH:1]1[CH2:6][CH2:5][CH:4]([C:7]([OH:9])=[O:8])[CH2:3][CH2:2]1.[OH-].[Na+].[C:12](Cl)([O:14][CH2:15][C:16]1[CH:21]=[CH:20][CH:19]=[CH:18][CH:17]=1)=[O:13]. (4) Given the product [Cl:7][C:8]1[CH:9]=[C:10]([CH2:15][CH2:16][CH:17]=[O:18])[CH:11]=[CH:12][C:13]=1[Cl:14], predict the reactants needed to synthesize it. The reactants are: N1C=CC=CC=1.[Cl:7][C:8]1[CH:9]=[C:10]([CH2:15][CH2:16][CH2:17][OH:18])[CH:11]=[CH:12][C:13]=1[Cl:14]. (5) Given the product [F:46][C:45]([F:47])([F:48])[O:44][C:41]1[CH:40]=[CH:39][C:38]([C:36]2[N:37]=[C:31]([C:28]3[CH:27]=[CH:26][C:25](=[O:24])[NH:30][CH:29]=3)[O:33][N:35]=2)=[CH:43][CH:42]=1, predict the reactants needed to synthesize it. The reactants are: O.ON1C2C=CC=CC=2N=N1.Cl.CN(C)CCCN=C=NCC.[O:24]=[C:25]1[NH:30][CH:29]=[C:28]([C:31]([OH:33])=O)[CH:27]=[CH:26]1.O[N:35]=[C:36]([C:38]1[CH:43]=[CH:42][C:41]([O:44][C:45]([F:48])([F:47])[F:46])=[CH:40][CH:39]=1)[NH2:37].